This data is from Peptide-MHC class I binding affinity with 185,985 pairs from IEDB/IMGT. The task is: Regression. Given a peptide amino acid sequence and an MHC pseudo amino acid sequence, predict their binding affinity value. This is MHC class I binding data. (1) The peptide sequence is NYLLSLVAVML. The MHC is H-2-Kd with pseudo-sequence H-2-Kd. The binding affinity (normalized) is 0.285. (2) The peptide sequence is FTLNHVLALK. The MHC is HLA-A31:01 with pseudo-sequence HLA-A31:01. The binding affinity (normalized) is 0.546. (3) The peptide sequence is FRDLLFKLL. The MHC is H-2-Kb with pseudo-sequence H-2-Kb. The binding affinity (normalized) is 0.251. (4) The MHC is HLA-A02:03 with pseudo-sequence HLA-A02:03. The peptide sequence is LLSAGIFGA. The binding affinity (normalized) is 0.750.